This data is from Drug-target binding data from BindingDB using IC50 measurements. The task is: Regression. Given a target protein amino acid sequence and a drug SMILES string, predict the binding affinity score between them. We predict pIC50 (pIC50 = -log10(IC50 in M); higher means more potent). Dataset: bindingdb_ic50. The pIC50 is 3.5. The target protein sequence is MSVKWTSVILLIQLSFCFSSGNCGKVLVWAAEYSHWMNIKTILDELIQRGHEVTVLASSASILFDPNNSSALKIEIYPTSLTKTELENFIMQQIKRWSDLPKDTFWLYFSQVQEIMSIFGDITRKFCKDVVSNKKFMKKVQESRFDVIFADAIFPCSELLAELFNIPFVYSLSFSPGYTFEKHSGGFIFPPSYVPVVMSELTDQMTFMERVKNMIYVLYFDFWFEIFDMKKWDQFYSEVLGRPTTLSETMGKADVWLIRNSWNFQFPHPLLPNVDFVGGLHCKPAKPLPKEMEDFVQSSGENGVVVFSLGSMVSNMTEERANVIASALAQIPQKVLWRFDGNKPDTLGLNTRLYKWIPQNDLLGHPKTRAFITHGGANGIYEAIYHGIPMVGIPLFADQPDNIAHMKARGAAVRVDFNTMSSTDLLNALKRVINDPSYKENVMKLSRIQHDQPVKPLDRAVFWIEFVMRHKGAKHLRVAAHDLTWFQYHSLDVIGFLLVC.... The drug is O=c1ccc2ccccc2o1.